Predict the reactants needed to synthesize the given product. From a dataset of Retrosynthesis with 50K atom-mapped reactions and 10 reaction types from USPTO. Given the product CC1=Nc2ncccc2C1(C)C, predict the reactants needed to synthesize it. The reactants are: CC1=Nc2ncc(Cl)cc2C1(C)C.